Dataset: Full USPTO retrosynthesis dataset with 1.9M reactions from patents (1976-2016). Task: Predict the reactants needed to synthesize the given product. (1) Given the product [C:19]([O:18][C:16]([NH:15][CH2:14][CH2:13][CH2:12][N:11]1[C:10]2[CH:9]=[CH:8][C:4]([C:5]([OH:7])=[O:6])=[CH:3][C:2]=2[N:1]=[C:26]1[CH2:27][CH3:28])=[O:17])([CH3:22])([CH3:21])[CH3:20], predict the reactants needed to synthesize it. The reactants are: [NH2:1][C:2]1[CH:3]=[C:4]([CH:8]=[CH:9][C:10]=1[NH:11][CH2:12][CH2:13][CH2:14][NH:15][C:16]([O:18][C:19]([CH3:22])([CH3:21])[CH3:20])=[O:17])[C:5]([OH:7])=[O:6].C(O[C:26](OCC)(OCC)[CH2:27][CH3:28])C. (2) Given the product [Br:2][C:3]1[CH:8]=[CH:7][C:6]2[C:9]3([CH2:15][O:16][C:5]=2[CH:4]=1)[CH2:10][CH2:11][N:12]([CH2:33][CH2:32][CH2:31][C:30]([O:29][C:25]([CH3:28])([CH3:27])[CH3:26])=[O:35])[CH2:13][CH2:14]3, predict the reactants needed to synthesize it. The reactants are: Cl.[Br:2][C:3]1[CH:8]=[CH:7][C:6]2[C:9]3([CH2:15][O:16][C:5]=2[CH:4]=1)[CH2:14][CH2:13][NH:12][CH2:11][CH2:10]3.C(=O)([O-])[O-].[K+].[K+].[I-].[K+].[C:25]([O:29][C:30](=[O:35])[CH2:31][CH2:32][CH2:33]Br)([CH3:28])([CH3:27])[CH3:26]. (3) Given the product [C:1]([O:5][C@@H:6]([C:12]1[C:37]([CH3:38])=[CH:36][C:15]2[N:16]=[C:17]([N:19]3[CH2:24][CH2:23][NH:22][CH:21]([C:25]4[CH:26]=[C:27]5[C:31](=[CH:32][CH:33]=4)[N:30]([CH3:34])[N:29]=[CH:28]5)[C:20]3=[O:35])[S:18][C:14]=2[C:13]=1[C:39]1[CH:44]=[CH:43][C:42]([Cl:45])=[CH:41][CH:40]=1)[C:7]([O:9][CH2:10][CH3:11])=[O:8])([CH3:2])([CH3:3])[CH3:4], predict the reactants needed to synthesize it. The reactants are: [C:1]([O:5][C@@H:6]([C:12]1[C:37]([CH3:38])=[CH:36][C:15]2[N:16]=[C:17]([N:19]3[CH2:24][CH2:23][N:22]=[C:21]([C:25]4[CH:26]=[C:27]5[C:31](=[CH:32][CH:33]=4)[N:30]([CH3:34])[N:29]=[CH:28]5)[C:20]3=[O:35])[S:18][C:14]=2[C:13]=1[C:39]1[CH:44]=[CH:43][C:42]([Cl:45])=[CH:41][CH:40]=1)[C:7]([O:9][CH2:10][CH3:11])=[O:8])([CH3:4])([CH3:3])[CH3:2].C(O)(=O)C.C([BH3-])#N.[Na+].[OH-].[Na+]. (4) Given the product [C:7]([O:8][CH2:9][C:4]([CH2:12][O:13][CH3:14])([CH:1]([CH3:2])[CH3:3])[CH2:5][OH:6])([CH3:15])([CH3:11])[CH3:10], predict the reactants needed to synthesize it. The reactants are: [CH:1]([C:4]1([CH2:12][O:13][CH3:14])[CH2:9][O:8][C:7]([CH3:11])([CH3:10])[O:6][CH2:5]1)([CH3:3])[CH3:2].[CH2:15](OCC)C.C[Mg]I. (5) Given the product [CH3:1][C:2]1([CH3:10])[O:7][C:6](=[O:8])[CH:5]([C:33]([C:30]2[CH:31]=[CH:32][C:27]3[O:26][CH:25]=[C:24]([CH3:23])[C:28]=3[CH:29]=2)=[O:34])[C:4](=[O:9])[O:3]1, predict the reactants needed to synthesize it. The reactants are: [CH3:1][C:2]1([CH3:10])[O:7][C:6](=[O:8])[CH2:5][C:4](=[O:9])[O:3]1.CCN=C=NCCCN(C)C.Cl.[CH3:23][C:24]1[C:28]2[CH:29]=[C:30]([C:33](O)=[O:34])[CH:31]=[CH:32][C:27]=2[O:26][CH:25]=1.Cl. (6) Given the product [CH2:1]([N:8]1[CH2:13][CH2:12][CH:11]([N:14]([C:15]2[CH:16]=[CH:17][C:18]([Cl:21])=[CH:19][CH:20]=2)[C:22](=[O:25])[CH2:23][CH3:24])[CH2:10][CH2:9]1)[C:2]1[CH:3]=[CH:4][CH:5]=[CH:6][CH:7]=1, predict the reactants needed to synthesize it. The reactants are: [CH2:1]([N:8]1[CH2:13][CH2:12][CH:11]([NH:14][C:15]2[CH:20]=[CH:19][C:18]([Cl:21])=[CH:17][CH:16]=2)[CH2:10][CH2:9]1)[C:2]1[CH:7]=[CH:6][CH:5]=[CH:4][CH:3]=1.[C:22](O[C:22](=[O:25])[CH2:23][CH3:24])(=[O:25])[CH2:23][CH3:24]. (7) Given the product [C:35]([O:38][CH2:11][C:8]1[CH:9]=[C:10]2[C:5](=[CH:6][C:7]=1[N+:13]([O-:15])=[O:14])[N:4]([C:16]([C:17]1[CH:22]=[CH:21][CH:20]=[CH:19][CH:18]=1)([C:29]1[CH:30]=[CH:31][CH:32]=[CH:33][CH:34]=1)[C:23]1[CH:28]=[CH:27][CH:26]=[CH:25][CH:24]=1)[N:3]=[C:2]2[Br:1])(=[O:36])[CH3:37], predict the reactants needed to synthesize it. The reactants are: [Br:1][C:2]1[C:10]2[C:5](=[CH:6][C:7]([N+:13]([O-:15])=[O:14])=[C:8]([CH2:11]Br)[CH:9]=2)[N:4]([C:16]([C:29]2[CH:34]=[CH:33][CH:32]=[CH:31][CH:30]=2)([C:23]2[CH:28]=[CH:27][CH:26]=[CH:25][CH:24]=2)[C:17]2[CH:22]=[CH:21][CH:20]=[CH:19][CH:18]=2)[N:3]=1.[C:35]([O:38][K])([CH3:37])=[O:36]. (8) Given the product [CH3:1][O:2][C:3]1[CH:15]=[C:14]([O:16][CH3:17])[CH:13]=[CH:12][C:4]=1[CH2:5][N:6]([C:7]1[S:11][N:10]=[CH:9][N:8]=1)[S:38]([C:35]1[CH:36]=[CH:37][C:32]([F:31])=[C:33]([N+:42]([O-:44])=[O:43])[CH:34]=1)(=[O:39])=[O:40], predict the reactants needed to synthesize it. The reactants are: [CH3:1][O:2][C:3]1[CH:15]=[C:14]([O:16][CH3:17])[CH:13]=[CH:12][C:4]=1[CH2:5][NH:6][C:7]1[S:11][N:10]=[CH:9][N:8]=1.C(=O)=O.C[Si]([N-][Si](C)(C)C)(C)C.[Li+].[F:31][C:32]1[CH:37]=[CH:36][C:35]([S:38](Cl)(=[O:40])=[O:39])=[CH:34][C:33]=1[N+:42]([O-:44])=[O:43]. (9) The reactants are: [OH:1][N:2]=[C:3]([C:5]1[CH:10]=[CH:9][CH:8]=[C:7]([N:11]2[C:15]3[C:16]4[CH:17]=[CH:18][CH:19]=[CH:20][C:21]=4[S:22](=[O:25])(=[O:24])[CH2:23][C:14]=3[C:13]([C:26]([N:28]3[CH2:33][CH2:32][O:31][CH2:30][CH2:29]3)=[O:27])=[N:12]2)[CH:6]=1)[NH2:4].[C:34](O)(=O)[CH2:35][CH3:36]. Given the product [CH2:35]([C:36]1[O:1][N:2]=[C:3]([C:5]2[CH:6]=[C:7]([N:11]3[C:15]4[C:16]5[CH:17]=[CH:18][CH:19]=[CH:20][C:21]=5[S:22](=[O:24])(=[O:25])[CH2:23][C:14]=4[C:13]([C:26]([N:28]4[CH2:33][CH2:32][O:31][CH2:30][CH2:29]4)=[O:27])=[N:12]3)[CH:8]=[CH:9][CH:10]=2)[N:4]=1)[CH3:34], predict the reactants needed to synthesize it. (10) Given the product [OH:8][N:9]1[C:15](=[O:16])[N:14]2[CH2:17][C@H:10]1[CH2:11][CH2:12][C@H:13]2[C:18]([NH:20][O:21][CH2:22][CH2:23][NH:24][C:25](=[O:31])[O:26][C:27]([CH3:29])([CH3:28])[CH3:30])=[O:19], predict the reactants needed to synthesize it. The reactants are: C([O:8][N:9]1[C:15](=[O:16])[N:14]2[CH2:17][C@H:10]1[CH2:11][CH2:12][C@H:13]2[C:18]([NH:20][O:21][CH2:22][CH2:23][NH:24][C:25](=[O:31])[O:26][C:27]([CH3:30])([CH3:29])[CH3:28])=[O:19])C1C=CC=CC=1.